This data is from Full USPTO retrosynthesis dataset with 1.9M reactions from patents (1976-2016). The task is: Predict the reactants needed to synthesize the given product. Given the product [Cl:11][C:6]1[C:7]([C:8]([Cl:12])=[N:9][OH:10])=[C:2]([Cl:1])[N:3]=[CH:4][N:5]=1, predict the reactants needed to synthesize it. The reactants are: [Cl:1][C:2]1[C:7]([CH:8]=[N:9][OH:10])=[C:6]([Cl:11])[N:5]=[CH:4][N:3]=1.[Cl:12]N1C(=O)CCC1=O.